From a dataset of Catalyst prediction with 721,799 reactions and 888 catalyst types from USPTO. Predict which catalyst facilitates the given reaction. (1) Product: [OH:36][CH2:35][CH2:34][O:33][C@H:11]([CH2:12][O:13][C:14]([C:27]1[CH:32]=[CH:31][CH:30]=[CH:29][CH:28]=1)([C:21]1[CH:22]=[CH:23][CH:24]=[CH:25][CH:26]=1)[C:15]1[CH:16]=[CH:17][CH:18]=[CH:19][CH:20]=1)[CH2:10][CH2:9][OH:8]. The catalyst class is: 78. Reactant: C([O:8][CH2:9][CH2:10][C@H:11]([O:33][CH2:34][CH2:35][O:36]CC1C=CC=CC=1)[CH2:12][O:13][C:14]([C:27]1[CH:32]=[CH:31][CH:30]=[CH:29][CH:28]=1)([C:21]1[CH:26]=[CH:25][CH:24]=[CH:23][CH:22]=1)[C:15]1[CH:20]=[CH:19][CH:18]=[CH:17][CH:16]=1)C1C=CC=CC=1. (2) Reactant: [O:1]1[CH2:6][CH2:5][N:4]([CH2:7][CH2:8][O:9][C:10]2[C:18]3[C:13](=[CH:14][CH:15]=[C:16]([N+:19]([O-:21])=[O:20])[CH:17]=3)[N:12](C(OCC)=O)[N:11]=2)[CH2:3][CH2:2]1.[OH-].[K+]. Product: [N+:19]([C:16]1[CH:17]=[C:18]2[C:13](=[CH:14][CH:15]=1)[NH:12][N:11]=[C:10]2[O:9][CH2:8][CH2:7][N:4]1[CH2:3][CH2:2][O:1][CH2:6][CH2:5]1)([O-:21])=[O:20]. The catalyst class is: 88. (3) Reactant: C(OC([C:6]1[N:7]([C@H:16]([CH3:26])[CH2:17][NH:18][C:19](OC(C)(C)C)=[O:20])[C:8]2[C:13]([CH:14]=1)=[CH:12][CH:11]=[CH:10][C:9]=2[Br:15])=O)C.FC(F)(F)C(O)=O.C(=O)([O-])[O-].[K+].[K+].C(OCC)(=O)C. Product: [Br:15][C:9]1[C:8]2[N:7]3[C@H:16]([CH3:26])[CH2:17][NH:18][C:19](=[O:20])[C:6]3=[CH:14][C:13]=2[CH:12]=[CH:11][CH:10]=1. The catalyst class is: 4. (4) Reactant: C([O:5][C:6](=O)[NH:7][CH2:8][CH2:9][N:10]1[CH2:19][CH2:18][C:17]2[C:12](=[CH:13][C:14]([O:22][CH3:23])=[C:15]([O:20][CH3:21])[CH:16]=2)[CH:11]1[CH2:24][C:25]1[CH:30]=[CH:29][C:28]([F:31])=[CH:27][CH:26]=1)(C)(C)C.Cl.C1N=CN(C(N2C=NC=C2)=O)C=1.[NH2:46][C:47]1[C:56]2[CH2:55][CH2:54][CH2:53][CH2:52][C:51]=2[N:50]=[CH:49][CH:48]=1.C[Si]([N-][Si](C)(C)C)(C)C.[Na+]. Product: [F:31][C:28]1[CH:27]=[CH:26][C:25]([CH2:24][CH:11]2[C:12]3[C:17](=[CH:16][C:15]([O:20][CH3:21])=[C:14]([O:22][CH3:23])[CH:13]=3)[CH2:18][CH2:19][N:10]2[CH2:9][CH2:8][NH:7][C:6]([NH:46][C:47]2[C:56]3[CH2:55][CH2:54][CH2:53][CH2:52][C:51]=3[N:50]=[CH:49][CH:48]=2)=[O:5])=[CH:30][CH:29]=1. The catalyst class is: 313. (5) Reactant: [F:1][C:2]([F:7])([F:6])[C:3]([OH:5])=[O:4].[CH3:8][C:9]1[CH:14]=[C:13]([NH:15][C:16]2[NH:20][N:19]=[CH:18][CH:17]=2)[N:12]=[C:11]([N:21]2[CH2:26][C@H:25]([C:27]3[CH:32]=[CH:31][CH:30]=[CH:29][CH:28]=3)[CH2:24][C@H:23]([C:33]([O:35]C)=[O:34])[CH2:22]2)[N:10]=1.[OH-].[Na+]. Product: [F:1][C:2]([F:7])([F:6])[C:3]([OH:5])=[O:4].[CH3:8][C:9]1[CH:14]=[C:13]([NH:15][C:16]2[NH:20][N:19]=[CH:18][CH:17]=2)[N:12]=[C:11]([N:21]2[CH2:26][C@H:25]([C:27]3[CH:28]=[CH:29][CH:30]=[CH:31][CH:32]=3)[CH2:24][C@H:23]([C:33]([OH:35])=[O:34])[CH2:22]2)[N:10]=1. The catalyst class is: 5. (6) Reactant: [CH3:1][N:2]1[C:6]([C:7]2[CH:19]=[N:18][C:17]3[C:16]4[CH:15]=[CH:14][C:13]([C:20]([O:22][CH3:23])=[O:21])=[CH:12][C:11]=4[NH:10][C:9]=3[CH:8]=2)=[C:5]([CH3:24])[N:4]=[N:3]1.[C:25]1([C@@H:31]([CH:33]2[CH2:38][CH2:37][O:36][CH2:35][CH2:34]2)O)[CH:30]=[CH:29][CH:28]=[CH:27][CH:26]=1.C1(P(C2C=CC=CC=2)C2C=CC=CC=2)C=CC=CC=1.N(C(OC(C)(C)C)=O)=NC(OC(C)(C)C)=O.C(O)(C(F)(F)F)=O. Product: [CH3:1][N:2]1[C:6]([C:7]2[CH:19]=[N:18][C:17]3[C:16]4[CH:15]=[CH:14][C:13]([C:20]([O:22][CH3:23])=[O:21])=[CH:12][C:11]=4[N:10]([C@H:31]([C:25]4[CH:30]=[CH:29][CH:28]=[CH:27][CH:26]=4)[CH:33]4[CH2:34][CH2:35][O:36][CH2:37][CH2:38]4)[C:9]=3[CH:8]=2)=[C:5]([CH3:24])[N:4]=[N:3]1. The catalyst class is: 1. (7) Reactant: Br[CH2:2][CH2:3][O:4][CH2:5][CH2:6][N:7]1[C:11]2[CH:12]=[CH:13][CH:14]=[CH:15][C:10]=2[N:9]([C:16]2[CH:21]=[CH:20][C:19]([F:22])=[CH:18][C:17]=2[F:23])[S:8]1(=[O:25])=[O:24].[NH3:26]. Product: [F:23][C:17]1[CH:18]=[C:19]([F:22])[CH:20]=[CH:21][C:16]=1[N:9]1[C:10]2[CH:15]=[CH:14][CH:13]=[CH:12][C:11]=2[N:7]([CH2:6][CH2:5][O:4][CH2:3][CH2:2][NH2:26])[S:8]1(=[O:25])=[O:24]. The catalyst class is: 5. (8) Reactant: C(=O)([O-])[O-].[K+].[K+].CN(C)C=O.[N+:12]([C:15]1[CH:20]=[CH:19][C:18]([OH:21])=[CH:17][CH:16]=1)([O-:14])=[O:13].[CH2:22]([O:29][C:30]1[CH:35]=[CH:34][C:33]([C:36]2[NH:45][C:39]3[N:40]=[CH:41][N:42]=[C:43](Cl)[C:38]=3[CH:37]=2)=[CH:32][CH:31]=1)[C:23]1[CH:28]=[CH:27][CH:26]=[CH:25][CH:24]=1. Product: [CH2:22]([O:29][C:30]1[CH:35]=[CH:34][C:33]([C:36]2[NH:45][C:39]3[N:40]=[CH:41][N:42]=[C:43]([O:21][C:18]4[CH:19]=[CH:20][C:15]([N+:12]([O-:14])=[O:13])=[CH:16][CH:17]=4)[C:38]=3[CH:37]=2)=[CH:32][CH:31]=1)[C:23]1[CH:24]=[CH:25][CH:26]=[CH:27][CH:28]=1. The catalyst class is: 6. (9) Reactant: [CH3:1][O:2][C:3]1[CH:19]=[CH:18][C:6]([CH2:7][O:8][C:9]2([C:13]3[S:14][CH:15]=[CH:16][N:17]=3)[CH2:12][O:11][CH2:10]2)=[CH:5][CH:4]=1.C([N-]C(C)C)(C)C.[Li+].[CH2:28]([Sn:32](Cl)([CH2:37][CH2:38][CH2:39][CH3:40])[CH2:33][CH2:34][CH2:35][CH3:36])[CH2:29][CH2:30][CH3:31]. Product: [CH3:1][O:2][C:3]1[CH:4]=[CH:5][C:6]([CH2:7][O:8][C:9]2([C:13]3[S:14][C:15]([Sn:32]([CH2:33][CH2:34][CH2:35][CH3:36])([CH2:37][CH2:38][CH2:39][CH3:40])[CH2:28][CH2:29][CH2:30][CH3:31])=[CH:16][N:17]=3)[CH2:12][O:11][CH2:10]2)=[CH:18][CH:19]=1. The catalyst class is: 7.